From a dataset of CYP2C9 inhibition data for predicting drug metabolism from PubChem BioAssay. Regression/Classification. Given a drug SMILES string, predict its absorption, distribution, metabolism, or excretion properties. Task type varies by dataset: regression for continuous measurements (e.g., permeability, clearance, half-life) or binary classification for categorical outcomes (e.g., BBB penetration, CYP inhibition). Dataset: cyp2c9_veith. The drug is N#Cc1cccc(-c2nc3cnc(Oc4cccc(Cl)c4)nc3n(C3CC3)c2=O)c1. The result is 1 (inhibitor).